Dataset: Reaction yield outcomes from USPTO patents with 853,638 reactions. Task: Predict the reaction yield, written as a fraction of the theoretical maximum amount of product (1.0 means a 100% yield; for example, 0.34 means a 34% yield). (1) The reactants are [Cl:1][C:2]1[C:7]([NH:8][S:9]([N:12]([CH3:14])[CH3:13])(=[O:11])=[O:10])=[CH:6][C:5]([NH:15][C:16]2[C:21]([C:22]3[N:30]=[C:29]([CH3:31])[N:28]=[C:27]4[C:23]=3[N:24]=[CH:25][N:26]4C3CCCCO3)=[CH:20][C:19]([CH:38]([N:40]3[CH2:45][CH2:44][O:43][CH2:42][CH2:41]3)[CH3:39])=[CH:18][N:17]=2)=[CH:4][N:3]=1.Cl.C(O)(=O)CC(CC(O)=O)(C(O)=O)O.[OH-].[Na+]. The catalyst is [OH-].[Na+].C1COCC1. The product is [Cl:1][C:2]1[C:7]([NH:8][S:9]([N:12]([CH3:14])[CH3:13])(=[O:10])=[O:11])=[CH:6][C:5]([NH:15][C:16]2[C:21]([C:22]3[N:30]=[C:29]([CH3:31])[N:28]=[C:27]4[C:23]=3[N:24]=[CH:25][NH:26]4)=[CH:20][C:19]([CH:38]([N:40]3[CH2:45][CH2:44][O:43][CH2:42][CH2:41]3)[CH3:39])=[CH:18][N:17]=2)=[CH:4][N:3]=1. The yield is 0.580. (2) The reactants are [CH3:1][C:2]1[C:7]([CH:8]=[O:9])=[CH:6][CH:5]=[CH:4][N:3]=1.C1N2CCN(CC2)C1.CO.[C:20]([O:24][CH2:25][CH3:26])(=[O:23])[CH:21]=[CH2:22]. No catalyst specified. The product is [CH2:25]([O:24][C:20](=[O:23])[C:21]([CH:8]([OH:9])[C:7]1[C:2]([CH3:1])=[N:3][CH:4]=[CH:5][CH:6]=1)=[CH2:22])[CH3:26]. The yield is 0.620. (3) No catalyst specified. The reactants are Cl[C:2]1[CH:7]=[CH:6][C:5]2=[N:8][C:9]3[C:22]4[CH:21]=[CH:20][CH:19]=[CH:18][C:17]=4[N:16]([CH3:23])[C:15]4[C:10]=3[C:11]([CH:12]=[CH:13][CH:14]=4)=[C:4]2[CH:3]=1.[C:24](#[N:27])[CH:25]=[CH2:26]. The yield is 0.620. The product is [CH3:23][N:16]1[C:15]2[C:10]3[C:11](=[C:4]4[C:5](=[N:8][C:9]=3[C:22]3[CH:21]=[CH:20][CH:19]=[CH:18][C:17]1=3)[CH:6]=[CH:7][C:2](/[CH:26]=[CH:25]/[C:24]#[N:27])=[CH:3]4)[CH:12]=[CH:13][CH:14]=2. (4) The reactants are [F:1][C:2]1[C:9]([OH:10])=[CH:8][CH:7]=[CH:6][C:3]=1[CH:4]=[O:5].[H-].[Na+].[CH2:13](Br)[C:14]1[CH:19]=[CH:18][CH:17]=[CH:16][CH:15]=1. The catalyst is CN(C)C=O. The yield is 0.680. The product is [F:1][C:2]1[C:9]([O:10][CH2:13][C:14]2[CH:19]=[CH:18][CH:17]=[CH:16][CH:15]=2)=[CH:8][CH:7]=[CH:6][C:3]=1[CH:4]=[O:5].